Dataset: Forward reaction prediction with 1.9M reactions from USPTO patents (1976-2016). Task: Predict the product of the given reaction. (1) Given the reactants [BH4-].[Na+].[Br:3][C:4]1[CH:5]=[C:6]([CH:20]=[CH:21][CH:22]=1)[CH2:7][N:8]([CH3:19])[CH2:9][C:10]([C:12]1[CH:17]=[CH:16][C:15]([CH3:18])=[CH:14][CH:13]=1)=[O:11], predict the reaction product. The product is: [Br:3][C:4]1[CH:5]=[C:6]([CH:20]=[CH:21][CH:22]=1)[CH2:7][N:8]([CH3:19])[CH2:9][CH:10]([C:12]1[CH:13]=[CH:14][C:15]([CH3:18])=[CH:16][CH:17]=1)[OH:11]. (2) Given the reactants F[C:2](F)(F)[C:3](O)=O.ClC1C=C2C(=CC=1)C=C([C:19](=[S:33](=[O:35])=[O:34])[CH2:20][CH2:21][N:22]1[C:26]3([CH2:31][CH2:30][NH:29][CH2:28][CH2:27]3)[S:25][CH2:24][C:23]1=[O:32])C=C2.[Cl:36][C:37]1[CH:42]=[CH:41]N=[C:39]([CH3:43])[CH:38]=1.C([N:46]([CH2:49][CH3:50])[CH2:47][CH3:48])C, predict the reaction product. The product is: [Cl:36][C:37]1[CH:38]=[C:39]2[C:43](=[CH:41][CH:42]=1)[CH:28]=[C:27]([S:33]([CH2:19][CH2:20][CH2:21][N:22]1[C:26]3([CH2:27][CH2:28][N:29]([C:2]4[CH:48]=[CH:47][N:46]=[C:49]([CH3:50])[CH:3]=4)[CH2:30][CH2:31]3)[S:25][CH2:24][C:23]1=[O:32])(=[O:34])=[O:35])[CH:26]=[CH:31]2. (3) Given the reactants C([O:3][P:4]([CH2:9][CH2:10][CH2:11][CH2:12][CH2:13][CH:14]([OH:28])[C:15]1[CH:20]=[CH:19][C:18]([C:21]2[CH:26]=[CH:25][C:24]([CH3:27])=[CH:23][CH:22]=2)=[CH:17][CH:16]=1)(=[O:8])[O:5]CC)C.[I-].[Na+].C[Si](Cl)(C)C.[Cl-].[NH4+], predict the reaction product. The product is: [OH:28][CH:14]([C:15]1[CH:20]=[CH:19][C:18]([C:21]2[CH:26]=[CH:25][C:24]([CH3:27])=[CH:23][CH:22]=2)=[CH:17][CH:16]=1)[CH2:13][CH2:12][CH2:11][CH2:10][CH2:9][P:4](=[O:3])([OH:8])[OH:5]. (4) Given the reactants [C:1]([C:3]1[CH:4]=[CH:5][C:6]([NH:12][C:13](=O)[C@H:14]([OH:29])[C@H:15]2[O:20][CH2:19][CH2:18][N:17]([C:21]3[CH:26]=[CH:25][C:24]([CH3:27])=[CH:23][CH:22]=3)[C:16]2=[O:28])=[C:7]([CH:11]=1)[C:8]([NH2:10])=[O:9])#[N:2].[OH-].[Na+], predict the reaction product. The product is: [OH:29][C@H:14]([C@H:15]1[O:20][CH2:19][CH2:18][N:17]([C:21]2[CH:22]=[CH:23][C:24]([CH3:27])=[CH:25][CH:26]=2)[C:16]1=[O:28])[C:13]1[NH:12][C:6]2[C:7]([C:8](=[O:9])[N:10]=1)=[CH:11][C:3]([C:1]#[N:2])=[CH:4][CH:5]=2. (5) Given the reactants [Cl:1][C:2]1[CH:3]=[C:4]([C:12]2[O:16][N:15]=[C:14]([C:17]3[CH:18]=[CH:19][C:20]([CH2:24][N:25]4[CH2:28][CH:27]([C:29]([O:31]C)=[O:30])[CH2:26]4)=[N:21][C:22]=3[CH3:23])[N:13]=2)[CH:5]=[CH:6][C:7]=1[CH2:8][CH:9]([CH3:11])[CH3:10].[OH-].[Na+], predict the reaction product. The product is: [Cl:1][C:2]1[CH:3]=[C:4]([C:12]2[O:16][N:15]=[C:14]([C:17]3[CH:18]=[CH:19][C:20]([CH2:24][N:25]4[CH2:26][CH:27]([C:29]([OH:31])=[O:30])[CH2:28]4)=[N:21][C:22]=3[CH3:23])[N:13]=2)[CH:5]=[CH:6][C:7]=1[CH2:8][CH:9]([CH3:10])[CH3:11].